Dataset: Catalyst prediction with 721,799 reactions and 888 catalyst types from USPTO. Task: Predict which catalyst facilitates the given reaction. (1) Reactant: [CH3:1][NH:2][C:3]1[C:4]([NH2:12])=[CH:5][C:6]([N+:9]([O-:11])=[O:10])=[CH:7][CH:8]=1.[CH3:13][N:14]=[C:15]=S.C(Cl)CCl. Product: [CH3:13][NH:14][C:15]1[N:2]([CH3:1])[C:3]2[CH:8]=[CH:7][C:6]([N+:9]([O-:11])=[O:10])=[CH:5][C:4]=2[N:12]=1. The catalyst class is: 17. (2) Reactant: [Cl:1][C:2]1[CH:3]=[CH:4][C:5]2[O:9][C:8]([C:10]3[CH:15]=[CH:14][C:13]([F:16])=[CH:12][CH:11]=3)=[C:7](I)[C:6]=2[C:18]=1[F:19].C([Li])CCC.N1([CH:31]=[O:32])CCCCC1. Product: [Cl:1][C:2]1[CH:3]=[CH:4][C:5]2[O:9][C:8]([C:10]3[CH:15]=[CH:14][C:13]([F:16])=[CH:12][CH:11]=3)=[C:7]([CH:31]=[O:32])[C:6]=2[C:18]=1[F:19]. The catalyst class is: 1. (3) Reactant: [C:1]([CH2:3][C:4]([O:6][CH3:7])=[O:5])#[N:2].O.O.O.O.O.O.O.O.O.[S-2:17].[Na+].[Na+].C([O:23][CH2:24][C:25]([CH2:27]Cl)=O)(=O)C.C(N(CC)CC)C. Product: [NH2:2][C:1]1[S:17][CH:27]=[C:25]([CH2:24][OH:23])[C:3]=1[C:4]([O:6][CH3:7])=[O:5]. The catalyst class is: 24.